Dataset: Reaction yield outcomes from USPTO patents with 853,638 reactions. Task: Predict the reaction yield, written as a fraction of the theoretical maximum amount of product (1.0 means a 100% yield; for example, 0.34 means a 34% yield). (1) The reactants are C1(P(C2C=CC=CC=2)C2C=CC=CC=2)C=CC=CC=1.[C:20]1(=[O:30])[NH:24][C:23](=[O:25])[C:22]2=[CH:26][CH:27]=[CH:28][CH:29]=[C:21]12.[Br:31][C:32]1[C:40]2[O:39][C:38]([CH2:41]O)=[CH:37][C:36]=2[CH:35]=[C:34]([Cl:43])[CH:33]=1. The catalyst is C1(C)C=CC=CC=1.O. The product is [Br:31][C:32]1[C:40]2[O:39][C:38]([CH2:41][N:24]3[C:20](=[O:30])[C:21]4[C:22](=[CH:26][CH:27]=[CH:28][CH:29]=4)[C:23]3=[O:25])=[CH:37][C:36]=2[CH:35]=[C:34]([Cl:43])[CH:33]=1. The yield is 0.850. (2) The reactants are [Br:1][C:2]1[CH:3]=[C:4]([NH:8][C:9](=O)[CH2:10][C:11]2[CH:16]=[CH:15][CH:14]=[CH:13][CH:12]=2)[CH:5]=[CH:6][CH:7]=1.[OH-].[Na+].Cl. The catalyst is O1CCCC1. The product is [Br:1][C:2]1[CH:3]=[C:4]([CH:5]=[CH:6][CH:7]=1)[NH:8][CH2:9][CH2:10][C:11]1[CH:16]=[CH:15][CH:14]=[CH:13][CH:12]=1. The yield is 0.850.